Dataset: Choline transporter screen with 302,306 compounds. Task: Binary Classification. Given a drug SMILES string, predict its activity (active/inactive) in a high-throughput screening assay against a specified biological target. The drug is FC(F)(F)C(=O)C=1CCCC1NNC(=O)c1c(O)cccc1. The result is 1 (active).